Dataset: Reaction yield outcomes from USPTO patents with 853,638 reactions. Task: Predict the reaction yield, written as a fraction of the theoretical maximum amount of product (1.0 means a 100% yield; for example, 0.34 means a 34% yield). The reactants are [C:1]([NH:4][C:5]1[CH:6]=[C:7]2[C:12](=[CH:13][CH:14]=1)[C:11](=[O:15])[CH2:10][CH2:9][CH2:8]2)(=[O:3])[CH3:2].[CH:16]1([CH:21]=O)[CH2:20][CH2:19][CH2:18][CH2:17]1.N1CCCC1.Cl. The catalyst is CO. The product is [CH:16]1(/[CH:21]=[C:10]2/[C:11](=[O:15])[C:12]3[CH:13]=[CH:14][C:5]([NH:4][C:1](=[O:3])[CH3:2])=[CH:6][C:7]=3[CH2:8][CH2:9]/2)[CH2:20][CH2:19][CH2:18][CH2:17]1. The yield is 0.720.